This data is from Forward reaction prediction with 1.9M reactions from USPTO patents (1976-2016). The task is: Predict the product of the given reaction. (1) Given the reactants [H-].[Na+].[C:3]([O:12][CH2:13][CH:14]=[CH2:15])(=[O:11])[CH2:4][C:5]([O:7][CH2:8][CH:9]=[CH2:10])=[O:6].Br[CH2:17][CH2:18][CH2:19][CH2:20][C:21]([O:23][CH2:24][CH3:25])=[O:22], predict the reaction product. The product is: [CH2:13]([O:12][C:3]([CH:4]([CH2:17][CH2:18][CH2:19][CH2:20][C:21]([O:23][CH2:24][CH3:25])=[O:22])[C:5]([O:7][CH2:8][CH:9]=[CH2:10])=[O:6])=[O:11])[CH:14]=[CH2:15]. (2) Given the reactants BrCCCC[N:6]1[C:10]2[CH:11]=[CH:12][CH:13]=[CH:14][C:9]=2[N:8]=[C:7]1[C:15]1[CH:20]=[CH:19][CH:18]=[CH:17][CH:16]=1.[OH:21][C:22]1[C:27]([CH3:28])=[C:26]([OH:29])[CH:25]=[CH:24][C:23]=1[C:30](=[O:36])[CH2:31][C:32]([CH3:35])([CH3:34])[CH3:33], predict the reaction product. The product is: [OH:21][C:22]1[C:27]([CH3:28])=[C:26]([O:29][CH2:25][CH2:24][CH2:23][CH2:22][O:21][N:6]2[C:10]3[CH:11]=[CH:12][CH:13]=[CH:14][C:9]=3[N:8]=[C:7]2[C:15]2[CH:16]=[CH:17][CH:18]=[CH:19][CH:20]=2)[CH:25]=[CH:24][C:23]=1[C:30](=[O:36])[CH2:31][C:32]([CH3:33])([CH3:35])[CH3:34].